This data is from Catalyst prediction with 721,799 reactions and 888 catalyst types from USPTO. The task is: Predict which catalyst facilitates the given reaction. (1) Reactant: [C:1]([O:5][C:6]([N:8]1[C@H:12]([C@@H:13](O)[CH2:14][C@H:15]([CH2:19][O:20]CC2C=CC=CC=2)[CH:16]([CH3:18])[CH3:17])[CH2:11][C@@H:10]([CH:29]([CH3:31])[CH3:30])[C@@H:9]1[C:32]1[CH:37]=[CH:36][C:35]([O:38][CH3:39])=[C:34]([O:40][CH2:41][CH2:42][CH2:43][O:44][CH3:45])[CH:33]=1)=[O:7])([CH3:4])([CH3:3])[CH3:2].[CH3:46][OH:47]. Product: [C:1]([O:5][C:6]([N:8]1[C@H:12]([C@@H:13]([CH2:46][OH:47])[CH2:14][C@H:15]([CH2:19][OH:20])[CH:16]([CH3:17])[CH3:18])[CH2:11][C@@H:10]([CH:29]([CH3:31])[CH3:30])[C@@H:9]1[C:32]1[CH:37]=[CH:36][C:35]([O:38][CH3:39])=[C:34]([O:40][CH2:41][CH2:42][CH2:43][O:44][CH3:45])[CH:33]=1)=[O:7])([CH3:3])([CH3:4])[CH3:2]. The catalyst class is: 45. (2) Reactant: [CH2:1]([O:3][C:4]([C:6]1[NH:7][C:8]2[C:13]([C:14](=[O:18])[C:15]=1[O:16][CH3:17])=[CH:12][CH:11]=[CH:10][CH:9]=2)=[O:5])[CH3:2].[C:19](=O)([O-])[O-].[K+].[K+].IC.[CH3:27]C(C)=O. Product: [CH2:1]([O:3][C:4]([C:6]1[C:15]([O:16][CH3:17])=[C:14]([O:18][CH3:19])[C:13]2[C:8](=[CH:9][CH:10]=[CH:11][CH:12]=2)[N:7]=1)=[O:5])[CH3:2].[CH2:1]([O:3][C:4]([C:6]1[N:7]([CH3:27])[C:8]2[C:13]([C:14](=[O:18])[C:15]=1[O:16][CH3:17])=[CH:12][CH:11]=[CH:10][CH:9]=2)=[O:5])[CH3:2]. The catalyst class is: 9. (3) Reactant: [CH3:1][C@H:2]1[NH:8][CH2:7][C:6]2[CH:9]=[CH:10][C:11]([C:13]([O:15][CH3:16])=[O:14])=[CH:12][C:5]=2[O:4][CH2:3]1.[CH3:17][C:18]1([C:22](O)=[O:23])[CH2:21][CH2:20][CH2:19]1.CN(C(ON1N=NC2C=CC=NC1=2)=[N+](C)C)C.F[P-](F)(F)(F)(F)F.CCN(C(C)C)C(C)C. Product: [CH3:1][C@H:2]1[N:8]([C:22]([C:18]2([CH3:17])[CH2:21][CH2:20][CH2:19]2)=[O:23])[CH2:7][C:6]2[CH:9]=[CH:10][C:11]([C:13]([O:15][CH3:16])=[O:14])=[CH:12][C:5]=2[O:4][CH2:3]1. The catalyst class is: 3. (4) Reactant: FC(F)(F)C(O)=O.C(OC(=O)[NH:14][C@@H:15]([CH2:29][N:30]1[CH2:35][C:34](=[O:36])[N:33]([C:37]2[CH:42]=[CH:41][CH:40]=[CH:39][C:38]=2[CH3:43])[CH2:32][C:31]1([CH3:45])[CH3:44])[C@@H:16]([OH:28])[CH2:17][C@H:18]([C:20](=[O:27])[NH:21][CH2:22][C:23]([CH3:26])([CH3:25])[CH3:24])[CH3:19])(C)(C)C.[C:47]([OH:54])(=[O:53])/[CH:48]=[CH:49]/[C:50]([OH:52])=[O:51].[CH3:55][C:56]([CH3:86])([CH3:85])[CH2:57][NH:58][C:59](=[O:84])[C@H:60]([CH3:83])[CH2:61][C@H:62]([OH:82])[C@@H:63]([NH2:81])[CH2:64][N:65]1[CH2:70][C:69](=[O:71])[N:68]([C:72]2[CH:77]=[CH:76][CH:75]=[CH:74][C:73]=2[CH3:78])[CH2:67][C:66]1([CH3:80])[CH3:79]. Product: [C:47]([OH:54])(=[O:53])/[CH:48]=[CH:49]/[C:50]([OH:52])=[O:51].[CH3:25][C:23]([CH3:24])([CH3:26])[CH2:22][NH:21][C:20](=[O:27])[C@H:18]([CH3:19])[CH2:17][C@H:16]([OH:28])[C@@H:15]([NH2:14])[CH2:29][N:30]1[CH2:35][C:34](=[O:36])[N:33]([C:37]2[CH:42]=[CH:41][CH:40]=[CH:39][C:38]=2[CH3:43])[CH2:32][C:31]1([CH3:44])[CH3:45].[NH2:81][C@@H:63]([CH2:64][N:65]1[CH2:70][C:69](=[O:71])[N:68]([C:72]2[CH:77]=[CH:76][CH:75]=[CH:74][C:73]=2[CH3:78])[CH2:67][C:66]1([CH3:79])[CH3:80])[C@@H:62]([OH:82])[CH2:61][C@@H:60]([CH3:83])[C:59]([NH:58][CH2:57][C:56]([CH3:86])([CH3:85])[CH3:55])=[O:84]. The catalyst class is: 61. (5) Reactant: [F:1][C:2]([F:50])([F:49])[C:3]1[CH:4]=[C:5]([CH:42]=[C:43]([C:45]([F:48])([F:47])[F:46])[CH:44]=1)[CH2:6][N:7]([CH2:23][C:24]1[CH:29]=[C:28]([C:30]([F:33])([F:32])[F:31])[CH:27]=[CH:26][C:25]=1[N:34]([CH2:40][CH3:41])[C:35]([NH:37][CH2:38][CH3:39])=[O:36])[C:8]1[N:13]=[CH:12][C:11]([O:14][CH2:15][CH2:16][CH2:17][C:18]([O:20]CC)=[O:19])=[CH:10][N:9]=1.[OH-].[Na+].C(OCC)(=O)C. Product: [F:50][C:2]([F:1])([F:49])[C:3]1[CH:4]=[C:5]([CH:42]=[C:43]([C:45]([F:46])([F:47])[F:48])[CH:44]=1)[CH2:6][N:7]([CH2:23][C:24]1[CH:29]=[C:28]([C:30]([F:33])([F:32])[F:31])[CH:27]=[CH:26][C:25]=1[N:34]([CH2:40][CH3:41])[C:35]([NH:37][CH2:38][CH3:39])=[O:36])[C:8]1[N:9]=[CH:10][C:11]([O:14][CH2:15][CH2:16][CH2:17][C:18]([OH:20])=[O:19])=[CH:12][N:13]=1. The catalyst class is: 8. (6) Reactant: Br[CH2:2][C:3]([C:5]1[CH:10]=[CH:9][CH:8]=[C:7]([F:11])[CH:6]=1)=[O:4].[S-:12][C:13]#[N:14].[K+].O. Product: [F:11][C:7]1[CH:6]=[C:5]([C:3](=[O:4])[CH2:2][S:12][C:13]#[N:14])[CH:10]=[CH:9][CH:8]=1. The catalyst class is: 8. (7) Reactant: [Br:1][CH2:2][C:3]([C:5]1[C:10]([CH3:11])=[CH:9][CH:8]=[CH:7][N:6]=1)=[O:4].[BH4-].[Na+].Cl. Product: [Br:1][CH2:2][CH:3]([C:5]1[C:10]([CH3:11])=[CH:9][CH:8]=[CH:7][N:6]=1)[OH:4]. The catalyst class is: 5. (8) Reactant: [Cl:1][C:2]1[CH:7]=[CH:6][CH:5]=[CH:4][C:3]=1[CH:8]([O:10][C:11](=[O:34])[NH:12][C:13]1[C:14]([CH3:33])=[N:15][O:16][C:17]=1[C:18]1[CH:23]=[CH:22][C:21](B2OC(C)(C)C(C)(C)O2)=[CH:20][CH:19]=1)[CH3:9].Br[C:36]1[S:37][CH:38]=[C:39]([C:41]([O:43][CH2:44][CH3:45])=[O:42])[N:40]=1.C(=O)([O-])[O-].[K+].[K+]. Product: [CH2:44]([O:43][C:41]([C:39]1[N:40]=[C:36]([C:21]2[CH:20]=[CH:19][C:18]([C:17]3[O:16][N:15]=[C:14]([CH3:33])[C:13]=3[NH:12][C:11]([O:10][CH:8]([C:3]3[CH:4]=[CH:5][CH:6]=[CH:7][C:2]=3[Cl:1])[CH3:9])=[O:34])=[CH:23][CH:22]=2)[S:37][CH:38]=1)=[O:42])[CH3:45]. The catalyst class is: 276.